This data is from Peptide-MHC class I binding affinity with 185,985 pairs from IEDB/IMGT. The task is: Regression. Given a peptide amino acid sequence and an MHC pseudo amino acid sequence, predict their binding affinity value. This is MHC class I binding data. The peptide sequence is VNGVKGIQF. The binding affinity (normalized) is 0.0847. The MHC is HLA-A11:01 with pseudo-sequence HLA-A11:01.